This data is from Forward reaction prediction with 1.9M reactions from USPTO patents (1976-2016). The task is: Predict the product of the given reaction. (1) Given the reactants Cl[CH2:2][C:3]1[C:4]([CH:22]2[CH2:24][CH2:23]2)=[N:5][C:6]([C:12]2[CH:17]=[CH:16][C:15]([C:18]([F:21])([F:20])[F:19])=[CH:14][CH:13]=2)=[N:7][C:8]=1[CH2:9][O:10][CH3:11].[CH2:25]([O:27][C:28](=[O:41])[C:29]([O:32][C:33]1[CH:38]=[CH:37][C:36]([OH:39])=[CH:35][C:34]=1[CH3:40])([CH3:31])[CH3:30])[CH3:26].C(=O)([O-])[O-].[Cs+].[Cs+], predict the reaction product. The product is: [CH2:25]([O:27][C:28](=[O:41])[C:29]([O:32][C:33]1[CH:38]=[CH:37][C:36]([O:39][CH2:2][C:3]2[C:4]([CH:22]3[CH2:24][CH2:23]3)=[N:5][C:6]([C:12]3[CH:17]=[CH:16][C:15]([C:18]([F:21])([F:20])[F:19])=[CH:14][CH:13]=3)=[N:7][C:8]=2[CH2:9][O:10][CH3:11])=[CH:35][C:34]=1[CH3:40])([CH3:30])[CH3:31])[CH3:26]. (2) Given the reactants COC1C=CC(P2(SP(C3C=CC(OC)=CC=3)(=S)S2)=[S:10])=CC=1.[Si:23]([O:40][CH2:41][CH2:42][CH2:43]/[C:44](=[CH:54]\[S:55][C:56]1[CH:61]=[CH:60][CH:59]=[CH:58][CH:57]=1)/[C:45]([NH:47][C:48]1[CH:53]=[CH:52][CH:51]=[CH:50][CH:49]=1)=O)([C:36]([CH3:39])([CH3:38])[CH3:37])([C:30]1[CH:35]=[CH:34][CH:33]=[CH:32][CH:31]=1)[C:24]1[CH:29]=[CH:28][CH:27]=[CH:26][CH:25]=1.O.C(=O)(O)[O-].[Na+], predict the reaction product. The product is: [Si:23]([O:40][CH2:41][CH2:42][CH2:43]/[C:44](=[CH:54]\[S:55][C:56]1[CH:61]=[CH:60][CH:59]=[CH:58][CH:57]=1)/[C:45](=[S:10])[NH:47][C:48]1[CH:53]=[CH:52][CH:51]=[CH:50][CH:49]=1)([C:36]([CH3:38])([CH3:37])[CH3:39])([C:24]1[CH:25]=[CH:26][CH:27]=[CH:28][CH:29]=1)[C:30]1[CH:31]=[CH:32][CH:33]=[CH:34][CH:35]=1. (3) Given the reactants [Cl:1][C:2]1[CH:7]=[C:6]([Cl:8])[CH:5]=[CH:4][C:3]=1[C:9]1[C:17]2[C:13](=[C:14]([NH:19][CH:20]=[N:21][CH2:22][CH:23](OC)OC)[N:15]([CH3:18])[N:16]=2)[CH:12]=[CH:11][CH:10]=1.[OH-].[Na+], predict the reaction product. The product is: [Cl:1][C:2]1[CH:7]=[C:6]([Cl:8])[CH:5]=[CH:4][C:3]=1[C:9]1[C:17]2[C:13](=[C:14]([N:19]3[CH:23]=[CH:22][N:21]=[CH:20]3)[N:15]([CH3:18])[N:16]=2)[CH:12]=[CH:11][CH:10]=1. (4) Given the reactants [OH:1][C:2]1[C:11]([N+:12]([O-:14])=[O:13])=[CH:10][CH:9]=[CH:8][C:3]=1[C:4]([O:6][CH3:7])=[O:5].C(O)(=O)C.[Br:19]Br, predict the reaction product. The product is: [Br:19][C:9]1[CH:10]=[C:11]([N+:12]([O-:14])=[O:13])[C:2]([OH:1])=[C:3]([CH:8]=1)[C:4]([O:6][CH3:7])=[O:5]. (5) Given the reactants N[N:2]([CH:10]=[NH:11])[C:3](=[O:9])[O:4][C:5]([CH3:8])([CH3:7])[CH3:6].Br[CH2:13][C:14]([C:16]1[CH:21]=[CH:20][CH:19]=[CH:18][N:17]=1)=O.C(OCC)(=O)C.C[N:29](C)C=O, predict the reaction product. The product is: [N:17]1[CH:18]=[CH:19][CH:20]=[CH:21][C:16]=1[C:14]1[N:29]=[C:10]([NH:2][C:3](=[O:9])[O:4][C:5]([CH3:8])([CH3:7])[CH3:6])[NH:11][CH:13]=1. (6) The product is: [O:25]=[C:26]1[CH:24]2[CH2:32][CH:28]([CH2:29][CH:23]2[NH:20][C:21](=[O:8])[O:43][CH2:42][C:36]2[CH:41]=[CH:40][CH:39]=[CH:38][CH:37]=2)[O:27]1. Given the reactants C1(P(N=[N+]=[N-])(C2C=CC=CC=2)=[O:8])C=CC=CC=1.C([N:20]([CH2:23][CH3:24])[CH2:21]C)C.[O:25]=[C:26]1C2[CH2:32][CH:28]([CH2:29]C2C(O)=O)[O:27]1.[C:36]1([CH2:42][OH:43])[CH:41]=[CH:40][CH:39]=[CH:38][CH:37]=1, predict the reaction product.